This data is from Reaction yield outcomes from USPTO patents with 853,638 reactions. The task is: Predict the reaction yield, written as a fraction of the theoretical maximum amount of product (1.0 means a 100% yield; for example, 0.34 means a 34% yield). The reactants are [F:1][CH2:2][C:3]([C:7]1[CH:11]=[C:10]([NH2:12])[N:9]([C:13]2[CH:18]=[CH:17][CH:16]=[CH:15][CH:14]=2)[N:8]=1)([CH3:6])[CH2:4][F:5].C([O-])([O-])=O.[K+].[K+].Cl[C:26]([O:28][C:29]1[CH:34]=[CH:33][CH:32]=[CH:31][CH:30]=1)=[O:27]. The catalyst is C1COCC1. The product is [F:5][CH2:4][C:3]([C:7]1[CH:11]=[C:10]([NH:12][C:26](=[O:27])[O:28][C:29]2[CH:34]=[CH:33][CH:32]=[CH:31][CH:30]=2)[N:9]([C:13]2[CH:18]=[CH:17][CH:16]=[CH:15][CH:14]=2)[N:8]=1)([CH3:6])[CH2:2][F:1]. The yield is 1.00.